This data is from Serine/threonine kinase 33 screen with 319,792 compounds. The task is: Binary Classification. Given a drug SMILES string, predict its activity (active/inactive) in a high-throughput screening assay against a specified biological target. (1) The compound is FC(F)(F)c1cc(NC(=O)Cn2c(=O)c3nc4n(CCCCC4)c3nc2)ccc1. The result is 0 (inactive). (2) The molecule is Brc1cc(C2n3[nH]cnc3=NC(=C2)c2ccc(Br)cc2)c(F)cc1. The result is 0 (inactive). (3) The compound is S(CC(=O)Nc1c(N2CCOCC2)ccc(c1)C(F)(F)F)c1[nH]c2c(n1)ccc(c2)C. The result is 0 (inactive). (4) The compound is Clc1ccc(S(=O)(=O)Nc2[nH]ncn2)cc1. The result is 0 (inactive). (5) The drug is O1c2c(C(c3cc(OC)ccc3)C(=C1N)C#N)c(=O)n(c(c2)C)Cc1occc1. The result is 0 (inactive).